Task: Regression. Given two drug SMILES strings and cell line genomic features, predict the synergy score measuring deviation from expected non-interaction effect.. Dataset: NCI-60 drug combinations with 297,098 pairs across 59 cell lines Drug 1: CC1CCC2CC(C(=CC=CC=CC(CC(C(=O)C(C(C(=CC(C(=O)CC(OC(=O)C3CCCCN3C(=O)C(=O)C1(O2)O)C(C)CC4CCC(C(C4)OC)O)C)C)O)OC)C)C)C)OC. Drug 2: CC12CCC3C(C1CCC2OP(=O)(O)O)CCC4=C3C=CC(=C4)OC(=O)N(CCCl)CCCl.[Na+]. Cell line: NCI-H522. Synergy scores: CSS=24.1, Synergy_ZIP=-5.59, Synergy_Bliss=-0.170, Synergy_Loewe=-3.56, Synergy_HSA=0.122.